Dataset: Forward reaction prediction with 1.9M reactions from USPTO patents (1976-2016). Task: Predict the product of the given reaction. (1) Given the reactants [N:1]1[CH:6]=[CH:5][N:4]=[CH:3][C:2]=1[C:7]([O:9]C)=O.O.[NH2:12][NH2:13], predict the reaction product. The product is: [N:1]1[CH:6]=[CH:5][N:4]=[CH:3][C:2]=1[C:7]([NH:12][NH2:13])=[O:9]. (2) Given the reactants [CH:1]1([CH2:4][C@:5]([OH:17])([CH3:16])[C:6]([O:8]CC2C=CC=CC=2)=[O:7])[CH2:3][CH2:2]1, predict the reaction product. The product is: [CH:1]1([CH2:4][C@:5]([OH:17])([CH3:16])[C:6]([OH:8])=[O:7])[CH2:3][CH2:2]1. (3) Given the reactants [NH:1]1[C:5]2[CH:6]=[CH:7][CH:8]=[CH:9][C:4]=2[N:3]=[C:2]1[NH:10][C@@H:11]1[CH2:16][CH2:15][C@H:14]([C:17]([OH:19])=O)[CH2:13][CH2:12]1.C(Cl)CCl.C1C=CC2N(O)N=NC=2C=1.C(N(CC)CC)C.[CH2:41]([NH2:48])[C:42]1[CH:47]=[CH:46][CH:45]=[CH:44][CH:43]=1, predict the reaction product. The product is: [CH2:41]([NH:48][C:17]([C@H:14]1[CH2:13][CH2:12][C@@H:11]([NH:10][C:2]2[NH:3][C:4]3[CH:9]=[CH:8][CH:7]=[CH:6][C:5]=3[N:1]=2)[CH2:16][CH2:15]1)=[O:19])[C:42]1[CH:47]=[CH:46][CH:45]=[CH:44][CH:43]=1. (4) Given the reactants [F:1][C:2]1[CH:10]=[C:9]2[C:5]([C:6]([CH2:12][C:13]([O:15][CH2:16][CH2:17][Si:18]([CH3:21])([CH3:20])[CH3:19])=[O:14])=[C:7]([CH3:11])[NH:8]2)=[CH:4][C:3]=1[O:22][CH3:23].C[Si]([N-][Si](C)(C)C)(C)C.[K+].[Cl:34][C:35]1[S:39][C:38]([C:40](Cl)=[O:41])=[CH:37][CH:36]=1.[Cl-].[NH4+], predict the reaction product. The product is: [CH3:21][Si:18]([CH3:20])([CH3:19])[CH2:17][CH2:16][O:15][C:13](=[O:14])[CH2:12][C:6]1[C:5]2[C:9](=[CH:10][C:2]([F:1])=[C:3]([O:22][CH3:23])[CH:4]=2)[N:8]([C:40]([C:38]2[S:39][C:35]([Cl:34])=[CH:36][CH:37]=2)=[O:41])[C:7]=1[CH3:11]. (5) Given the reactants [Cl:1][C:2]1[CH:28]=[CH:27][C:5]([CH2:6][C:7]2[C:16]([OH:17])=[C:15]([C:18]([OH:20])=[O:19])[C:14]3[C:9](=[C:10]([C:21]4[CH:26]=CC=[CH:23][CH:22]=4)[CH:11]=[CH:12][CH:13]=3)[N:8]=2)=[CH:4][CH:3]=1.[O:29]1C=CC(C2C=CC=C3C=2NC(=O)C3=O)=C1.C(OCC(=O)CC1C=CC(Cl)=CC=1)(=O)C, predict the reaction product. The product is: [Cl:1][C:2]1[CH:3]=[CH:4][C:5]([CH2:6][C:7]2[C:16]([OH:17])=[C:15]([C:18]([OH:20])=[O:19])[C:14]3[C:9](=[C:10]([C:21]4[CH:22]=[CH:23][O:29][CH:26]=4)[CH:11]=[CH:12][CH:13]=3)[N:8]=2)=[CH:27][CH:28]=1.